From a dataset of Forward reaction prediction with 1.9M reactions from USPTO patents (1976-2016). Predict the product of the given reaction. (1) Given the reactants CS[C:3]1[NH:8][C:7](=[O:9])[CH:6]=[CH:5][N:4]=1.[F:10][C:11]([F:20])([F:19])[C:12]1[CH:13]=[C:14]([CH:16]=[CH:17][CH:18]=1)[NH2:15], predict the reaction product. The product is: [F:10][C:11]([F:19])([F:20])[C:12]1[CH:13]=[C:14]([NH:15][C:3]2[NH:8][C:7](=[O:9])[CH:6]=[CH:5][N:4]=2)[CH:16]=[CH:17][CH:18]=1. (2) Given the reactants [C:1]([O:4][CH2:5][C@@H:6]1[C@H:10](O)[C@@H:9]([F:12])[CH2:8][N:7]1[C:13]([O:15][CH2:16][C:17]1[CH:22]=[CH:21][CH:20]=[CH:19][CH:18]=1)=[O:14])(=[O:3])[CH3:2].C(OC[C@@H]1[C@@H]([F:33])[C@H](O)CN1C(OCC1C=CC=CC=1)=O)(=O)C.CCN(S(F)(F)F)CC.C([O-])(O)=O.[Na+], predict the reaction product. The product is: [C:1]([O:4][CH2:5][C@@H:6]1[C@@H:10]([F:33])[C@@H:9]([F:12])[CH2:8][N:7]1[C:13]([O:15][CH2:16][C:17]1[CH:22]=[CH:21][CH:20]=[CH:19][CH:18]=1)=[O:14])(=[O:3])[CH3:2]. (3) Given the reactants [Cl:1][C:2]1[CH:3]=[C:4]2[C:8](=[CH:9][CH:10]=1)[NH:7][CH:6]=[CH:5]2.CN(C=O)C.[H-].[Na+].Br[CH2:19][CH2:20][CH2:21][CH2:22][CH2:23][O:24][C:25]1[C:26](=[O:40])[CH:27]=[C:28]([C:31]([CH3:39])([CH3:38])[O:32][SiH2:33][C:34]([CH3:37])([CH3:36])[CH3:35])[O:29][CH:30]=1, predict the reaction product. The product is: [C:34]([SiH2:33][O:32][C:31]([CH3:38])([CH3:39])[C:28]1[O:29][CH:30]=[C:25]([O:24][CH2:23][CH2:22][CH2:21][CH2:20][CH2:19][N:7]2[C:8]3[C:4](=[CH:3][C:2]([Cl:1])=[CH:10][CH:9]=3)[CH:5]=[CH:6]2)[C:26](=[O:40])[CH:27]=1)([CH3:37])([CH3:36])[CH3:35]. (4) Given the reactants Cl.[NH:2]1[CH:6]=[C:5]([CH2:7][C:8]([O:10][CH3:11])=[O:9])[N:4]=[CH:3]1.[C:12]1([C:18](Cl)([C:25]2[CH:30]=[CH:29][CH:28]=[CH:27][CH:26]=2)[C:19]2[CH:24]=[CH:23][CH:22]=[CH:21][CH:20]=2)[CH:17]=[CH:16][CH:15]=[CH:14][CH:13]=1.C(N(CC)CC)C.O, predict the reaction product. The product is: [CH3:11][O:10][C:8](=[O:9])[CH2:7][C:5]1[N:4]=[CH:3][N:2]([C:18]([C:12]2[CH:17]=[CH:16][CH:15]=[CH:14][CH:13]=2)([C:25]2[CH:26]=[CH:27][CH:28]=[CH:29][CH:30]=2)[C:19]2[CH:20]=[CH:21][CH:22]=[CH:23][CH:24]=2)[CH:6]=1. (5) Given the reactants Cl[C:2]1[CH:7]=[C:6]([C:8]2[C:13]([CH2:14][CH3:15])=[CH:12][CH:11]=[CH:10][C:9]=2[CH2:16][CH3:17])[N:5]=[C:4]([CH3:18])[C:3]=1[CH2:19][N:20]1[CH2:25][CH2:24][O:23][C:22]([CH3:27])([CH3:26])[CH2:21]1.[OH:28][C:29]1[CH:37]=[C:36]([OH:38])[CH:35]=[CH:34][C:30]=1[C:31]([NH2:33])=[O:32].C([O-])([O-])=O.[K+].[K+].CCOC(C)=O, predict the reaction product. The product is: [CH2:16]([C:9]1[CH:10]=[CH:11][CH:12]=[C:13]([CH2:14][CH3:15])[C:8]=1[C:6]1[N:5]=[C:4]([CH3:18])[C:3]([CH2:19][N:20]2[CH2:25][CH2:24][O:23][C:22]([CH3:27])([CH3:26])[CH2:21]2)=[C:2]([O:38][C:36]2[CH:35]=[CH:34][C:30]([C:31]([NH2:33])=[O:32])=[C:29]([OH:28])[CH:37]=2)[CH:7]=1)[CH3:17].